From a dataset of Forward reaction prediction with 1.9M reactions from USPTO patents (1976-2016). Predict the product of the given reaction. (1) Given the reactants [Cl:1][C:2]1[CH:3]=[C:4]2[N:25]=[C:24]([O:26][C@H:27]3[C@H:31]4[O:32][CH2:33][C@@H:34]([OH:35])[C@H:30]4[O:29][CH2:28]3)[N:23]([CH2:36][O:37][CH2:38][CH2:39][Si:40]([CH3:43])([CH3:42])[CH3:41])[C:5]2=[N:6][C:7]=1[C:8]1[CH:13]=[CH:12][C:11](B2OC(C)(C)C(C)(C)O2)=[CH:10][CH:9]=1.Br[C:45]1[N:50]=[CH:49][C:48]([CH2:51][N:52]=[S:53]([CH3:56])([CH3:55])=[O:54])=[CH:47][CH:46]=1, predict the reaction product. The product is: [Cl:1][C:2]1[CH:3]=[C:4]2[N:25]=[C:24]([O:26][C@@H:27]3[CH2:28][O:29][C@@H:30]4[C@H:34]([OH:35])[CH2:33][O:32][C@H:31]34)[N:23]([CH2:36][O:37][CH2:38][CH2:39][Si:40]([CH3:43])([CH3:42])[CH3:41])[C:5]2=[N:6][C:7]=1[C:8]1[CH:9]=[CH:10][C:11]([C:45]2[N:50]=[CH:49][C:48]([CH2:51][N:52]=[S:53]([CH3:56])([CH3:55])=[O:54])=[CH:47][CH:46]=2)=[CH:12][CH:13]=1. (2) Given the reactants [F:1][CH:2]([F:15])[O:3][C:4]1[CH:5]=[C:6]([NH2:14])[CH:7]=[CH:8][C:9]=1[O:10][CH:11]([F:13])[F:12].[S:16]1[C:20]([CH:21]=O)=[CH:19][N:18]=[CH:17]1.ClC(Cl)C.[BH-](OC(C)=O)(OC(C)=O)OC(C)=O.[Na+], predict the reaction product. The product is: [F:1][CH:2]([F:15])[O:3][C:4]1[CH:5]=[C:6]([NH:14][CH2:21][C:20]2[S:16][CH:17]=[N:18][CH:19]=2)[CH:7]=[CH:8][C:9]=1[O:10][CH:11]([F:12])[F:13]. (3) Given the reactants [F:1][C:2]1[C:3]([O:30]C)=[C:4]([CH:27]=[CH:28][CH:29]=1)[C:5]([NH:7]/[C:8](/[CH3:26])=[C:9](/[C:20]1[CH:25]=[CH:24][CH:23]=[CH:22][CH:21]=1)\[C:10](=[O:19])[NH:11][CH2:12][CH2:13][C:14]1S[CH:16]=[CH:17][CH:18]=1)=O.[OH-].[K+].Cl.[CH2:35](O)[CH3:36], predict the reaction product. The product is: [F:1][C:2]1[C:3]([OH:30])=[C:4]([C:5]2[N:11]([CH2:12][CH2:13][C:14]3[CH:36]=[CH:35][CH:16]=[CH:17][CH:18]=3)[C:10](=[O:19])[C:9]([C:20]3[CH:25]=[CH:24][CH:23]=[CH:22][CH:21]=3)=[C:8]([CH3:26])[N:7]=2)[CH:27]=[CH:28][CH:29]=1. (4) Given the reactants [C:1]([O:5][C:6](=[O:16])[NH:7][CH2:8][C:9]1[CH:14]=[CH:13][CH:12]=[C:11]([NH2:15])[CH:10]=1)([CH3:4])([CH3:3])[CH3:2].C([N:25]=[C:26]=[S:27])(=O)C1C=CC=CC=1.CO.C(=O)([O-])[O-].[K+].[K+], predict the reaction product. The product is: [C:1]([O:5][C:6](=[O:16])[NH:7][CH2:8][C:9]1[CH:14]=[CH:13][CH:12]=[C:11]([NH:15][C:26]([NH2:25])=[S:27])[CH:10]=1)([CH3:4])([CH3:2])[CH3:3]. (5) Given the reactants [C:1]1([NH:7][C:8]([NH:10][C:11]2[CH:16]=[CH:15][C:14]([C:17]3[C:21]([C:22]4[CH:27]=[CH:26][N:25]=[C:24]5[NH:28][CH:29]=[CH:30][C:23]=45)=[CH:20][N:19]([CH2:31][C:32]([OH:34])=O)[N:18]=3)=[CH:13][CH:12]=2)=[O:9])[CH:6]=[CH:5][CH:4]=[CH:3][CH:2]=1.C(N1C=CN=C1)(N1C=CN=C1)=O.[CH2:47]([CH2:49][NH2:50])[OH:48], predict the reaction product. The product is: [OH:48][CH2:47][CH2:49][NH:50][C:32](=[O:34])[CH2:31][N:19]1[CH:20]=[C:21]([C:22]2[CH:27]=[CH:26][N:25]=[C:24]3[NH:28][CH:29]=[CH:30][C:23]=23)[C:17]([C:14]2[CH:15]=[CH:16][C:11]([NH:10][C:8]([NH:7][C:1]3[CH:2]=[CH:3][CH:4]=[CH:5][CH:6]=3)=[O:9])=[CH:12][CH:13]=2)=[N:18]1. (6) Given the reactants Br[C:2]1[C:3](=[O:9])[CH2:4][CH2:5][C:6]=1[O:7][CH3:8].[CH3:10][C:11]1[CH:16]=[C:15]([CH3:17])[CH:14]=[C:13]([CH3:18])[C:12]=1B(O)O.P([O-])([O-])([O-])=O.[K+].[K+].[K+], predict the reaction product. The product is: [CH3:8][O:7][C:6]1[CH2:5][CH2:4][C:3](=[O:9])[C:2]=1[C:12]1[C:13]([CH3:18])=[CH:14][C:15]([CH3:17])=[CH:16][C:11]=1[CH3:10].